Dataset: Catalyst prediction with 721,799 reactions and 888 catalyst types from USPTO. Task: Predict which catalyst facilitates the given reaction. Reactant: [CH2:1]([C:5]1[CH:6]=[C:7]([CH:10]=O)[NH:8][CH:9]=1)[CH2:2][CH2:3][CH3:4].[C:12]([CH:17]=P(C1C=CC=CC=1)(C1C=CC=CC=1)C1C=CC=CC=1)([O:14][CH2:15][CH3:16])=[O:13]. Product: [CH2:1]([C:5]1[CH:6]=[C:7](/[CH:10]=[CH:17]/[C:12]([O:14][CH2:15][CH3:16])=[O:13])[NH:8][CH:9]=1)[CH2:2][CH2:3][CH3:4]. The catalyst class is: 48.